Predict the product of the given reaction. From a dataset of Forward reaction prediction with 1.9M reactions from USPTO patents (1976-2016). (1) Given the reactants [CH2:1]([O:3][C:4]([C:6]1[CH2:10][C:9](O)([C:11]2[CH:16]=[CH:15][CH:14]=[CH:13][N:12]=2)[N:8]([C:18]2[CH:19]=[N:20][C:21]([O:24][CH3:25])=[CH:22][CH:23]=2)[N:7]=1)=[O:5])[CH3:2].C(O)(=O)C.C(=O)([O-])O.[Na+].O, predict the reaction product. The product is: [CH2:1]([O:3][C:4]([C:6]1[CH:10]=[C:9]([C:11]2[CH:16]=[CH:15][CH:14]=[CH:13][N:12]=2)[N:8]([C:18]2[CH:19]=[N:20][C:21]([O:24][CH3:25])=[CH:22][CH:23]=2)[N:7]=1)=[O:5])[CH3:2]. (2) Given the reactants [OH-].[Na+].C([O:5][C:6]([C:8]1[C:12]([CH2:13][CH2:14][CH2:15][CH3:16])=[C:11]([Si](C)(C)C)[NH:10][N:9]=1)=[O:7])C.Cl, predict the reaction product. The product is: [CH2:13]([C:12]1[C:8]([C:6]([OH:7])=[O:5])=[N:9][NH:10][CH:11]=1)[CH2:14][CH2:15][CH3:16]. (3) Given the reactants Cl[CH:2]([CH:15]1[CH2:20][CH2:19][CH2:18][CH2:17][CH2:16]1)[C:3]1[C:7]2[CH:8]=[CH:9][C:10]([O:12][CH3:13])=[CH:11][C:6]=2[O:5][C:4]=1[CH3:14].[NH2:21][C:22]1[CH:27]=[CH:26][C:25]([C:28]([N:30]([CH3:38])[CH2:31][CH2:32][C:33]([O:35][CH2:36][CH3:37])=[O:34])=[O:29])=[CH:24][CH:23]=1.[I-].[Na+].C(=O)([O-])[O-].[Na+].[Na+].[Cl-].[NH4+], predict the reaction product. The product is: [CH:15]1([CH:2]([NH:21][C:22]2[CH:23]=[CH:24][C:25]([C:28]([N:30]([CH3:38])[CH2:31][CH2:32][C:33]([O:35][CH2:36][CH3:37])=[O:34])=[O:29])=[CH:26][CH:27]=2)[C:3]2[C:7]3[CH:8]=[CH:9][C:10]([O:12][CH3:13])=[CH:11][C:6]=3[O:5][C:4]=2[CH3:14])[CH2:20][CH2:19][CH2:18][CH2:17][CH2:16]1. (4) Given the reactants [N+:1]([C:4]1[CH:5]=[C:6]([C:10]2[C:11]3[C:18]([C:19]4[O:23][CH:22]=[N:21][CH:20]=4)=[CH:17][N:16]([CH2:24][O:25][CH2:26][CH2:27][Si:28]([CH3:31])([CH3:30])[CH3:29])[C:12]=3[N:13]=[CH:14][N:15]=2)[CH:7]=[CH:8][CH:9]=1)([O-])=O, predict the reaction product. The product is: [O:23]1[C:19]([C:18]2[C:11]3[C:10]([C:6]4[CH:5]=[C:4]([CH:9]=[CH:8][CH:7]=4)[NH2:1])=[N:15][CH:14]=[N:13][C:12]=3[N:16]([CH2:24][O:25][CH2:26][CH2:27][Si:28]([CH3:31])([CH3:30])[CH3:29])[CH:17]=2)=[CH:20][N:21]=[CH:22]1. (5) Given the reactants Cl[C:2]1[N:7]=[CH:6][C:5]([S:8]([C:11]2[N:15]([C:16]3[CH:21]=[CH:20][CH:19]=[C:18]([F:22])[C:17]=3[F:23])[N:14]=[C:13]([CH2:24][N:25]([CH3:33])[C:26](=[O:32])[O:27][C:28]([CH3:31])([CH3:30])[CH3:29])[CH:12]=2)(=[O:10])=[O:9])=[CH:4][CH:3]=1.C(N(CC)CC)C.C(O)C, predict the reaction product. The product is: [F:23][C:17]1[C:18]([F:22])=[CH:19][CH:20]=[CH:21][C:16]=1[N:15]1[C:11]([S:8]([C:5]2[CH:6]=[N:7][CH:2]=[CH:3][CH:4]=2)(=[O:9])=[O:10])=[CH:12][C:13]([CH2:24][N:25]([CH3:33])[C:26](=[O:32])[O:27][C:28]([CH3:29])([CH3:30])[CH3:31])=[N:14]1.